From a dataset of Full USPTO retrosynthesis dataset with 1.9M reactions from patents (1976-2016). Predict the reactants needed to synthesize the given product. The reactants are: [CH3:1][O:2][C:3](=[O:26])[CH2:4][CH2:5][CH2:6][CH2:7][CH2:8][CH2:9][N:10]1[C:15](=[O:16])[CH2:14][CH2:13][CH2:12][C@@H:11]1/[CH:17]=[CH:18]/[CH:19]([OH:25])[CH2:20][CH2:21][CH2:22][CH2:23][CH3:24].[H][H]. Given the product [CH3:1][O:2][C:3](=[O:26])[CH2:4][CH2:5][CH2:6][CH2:7][CH2:8][CH2:9][N:10]1[C:15](=[O:16])[CH2:14][CH2:13][CH2:12][C@@H:11]1[CH2:17][CH2:18][CH:19]([OH:25])[CH2:20][CH2:21][CH2:22][CH2:23][CH3:24], predict the reactants needed to synthesize it.